From a dataset of Reaction yield outcomes from USPTO patents with 853,638 reactions. Predict the reaction yield, written as a fraction of the theoretical maximum amount of product (1.0 means a 100% yield; for example, 0.34 means a 34% yield). (1) The reactants are [C:1]1([CH2:7][CH2:8][CH2:9][NH2:10])[CH:6]=[CH:5][CH:4]=[CH:3][CH:2]=1.CN1CCOCC1.[CH3:18][N:19]([CH3:37])[C:20]1([C:31]2[CH:36]=[CH:35][CH:34]=[CH:33][N:32]=2)[CH2:25][CH2:24][C:23]([CH2:27][C:28](O)=[O:29])(O)[CH2:22][CH2:21]1.C1(N=C=NC2CCCCC2)CCCCC1.[OH-].[Na+]. The catalyst is O.CN(C)C=O. The product is [CH3:37][N:19]([CH3:18])[C:20]1([C:31]2[CH:36]=[CH:35][CH:34]=[CH:33][N:32]=2)[CH2:25][CH2:24][C:23](=[CH:27][C:28]([NH:10][CH2:9][CH2:8][CH2:7][C:1]2[CH:6]=[CH:5][CH:4]=[CH:3][CH:2]=2)=[O:29])[CH2:22][CH2:21]1. The yield is 0.270. (2) The product is [NH2:3][C:48](=[O:49])[CH2:47][C:25]1([NH:27][C:28]([C:30]2[CH:35]=[CH:34][C:33]([N:36]3[CH2:37][C:38]([F:40])([F:41])[CH2:39]3)=[C:32]([O:42][CH2:43][CH:44]3[CH2:45][CH2:46]3)[N:31]=2)=[O:29])[CH2:24][N:23]([C:21]([O:20][CH2:13][C:14]2[CH:15]=[CH:16][CH:17]=[CH:18][CH:19]=2)=[O:22])[CH2:26]1. The reactants are C(N1C=CN=C1)([N:3]1C=CN=C1)=O.[CH2:13]([O:20][C:21]([N:23]1[CH2:26][C:25]([CH2:47][C:48](O)=[O:49])([NH:27][C:28]([C:30]2[CH:35]=[CH:34][C:33]([N:36]3[CH2:39][C:38]([F:41])([F:40])[CH2:37]3)=[C:32]([O:42][CH2:43][CH:44]3[CH2:46][CH2:45]3)[N:31]=2)=[O:29])[CH2:24]1)=[O:22])[C:14]1[CH:19]=[CH:18][CH:17]=[CH:16][CH:15]=1. The catalyst is CN(C=O)C. The yield is 0.970. (3) The reactants are C1(S([O:10][C:11]2[CH:22]=[CH:21][C:14]3[S:15][CH:16]=[C:17]([C:18]([OH:20])=[O:19])[C:13]=3[CH:12]=2)(=O)=O)C=CC=CC=1.Cl. The catalyst is [OH-].[Na+]. The product is [OH:10][C:11]1[CH:22]=[CH:21][C:14]2[S:15][CH:16]=[C:17]([C:18]([OH:20])=[O:19])[C:13]=2[CH:12]=1. The yield is 0.966. (4) The reactants are [CH:1]1[C:10]2[C:5](=[CH:6][CH:7]=[CH:8][CH:9]=2)[CH:4]=[C:3]([C:11]([NH:13][C:14]2[NH:18][C:17]3[C:19]([O:26][CH3:27])=[CH:20][CH:21]=[C:22]([C:23](O)=[O:24])[C:16]=3[N:15]=2)=[O:12])[N:2]=1.CN(C(ON1N=NC2C=CC=CC1=2)=[N+](C)C)C.F[P-](F)(F)(F)(F)F.CCN(C(C)C)C(C)C.Cl.[CH3:62][S:63]([C:66]1[CH:73]=[CH:72][C:69]([CH2:70][NH2:71])=[CH:68][CH:67]=1)(=[O:65])=[O:64]. The catalyst is CN(C=O)C.[Cl-].[Na+].O. The product is [CH3:62][S:63]([C:66]1[CH:73]=[CH:72][C:69]([CH2:70][NH:71][C:23]([C:22]2[C:16]3[NH:15][C:14]([NH:13][C:11]([C:3]4[N:2]=[CH:1][C:10]5[C:5]([CH:4]=4)=[CH:6][CH:7]=[CH:8][CH:9]=5)=[O:12])=[N:18][C:17]=3[C:19]([O:26][CH3:27])=[CH:20][CH:21]=2)=[O:24])=[CH:68][CH:67]=1)(=[O:64])=[O:65]. The yield is 0.260. (5) The reactants are [CH3:1][N:2]1[C:19]2[CH:18]=[C:17]3[O:20][CH2:21][CH2:22][O:23][C:16]3=[CH:15][C:14]=2[C:4]2([C:12]3[C:7](=[CH:8][CH:9]=[CH:10][CH:11]=3)[NH:6][C:5]2=[O:13])[C:3]1=[O:24].C(=O)([O-])[O-].[Cs+].[Cs+].Br.Br[CH2:33][C:34]1[CH:39]=[CH:38][CH:37]=[CH:36][N:35]=1. The catalyst is CN(C)C=O.O.C(OCC)(=O)C. The product is [CH3:1][N:2]1[C:19]2[CH:18]=[C:17]3[O:20][CH2:21][CH2:22][O:23][C:16]3=[CH:15][C:14]=2[C:4]2([C:12]3[C:7](=[CH:8][CH:9]=[CH:10][CH:11]=3)[N:6]([CH2:33][C:34]3[CH:39]=[CH:38][CH:37]=[CH:36][N:35]=3)[C:5]2=[O:13])[C:3]1=[O:24]. The yield is 0.260. (6) The reactants are II.[CH2:3]([O:10][C:11]1[CH:18]=[CH:17][C:14]([CH:15]=O)=[C:13]([N+:19]([O-:21])=[O:20])[C:12]=1[O:22][CH3:23])[C:4]1[CH:9]=[CH:8][CH:7]=[CH:6][CH:5]=1.[OH-].[NH4+:25].S([O-])([O-])=O.[Na+].[Na+]. The catalyst is C1COCC1. The product is [CH2:3]([O:10][C:11]1[CH:18]=[CH:17][C:14]([C:15]#[N:25])=[C:13]([N+:19]([O-:21])=[O:20])[C:12]=1[O:22][CH3:23])[C:4]1[CH:9]=[CH:8][CH:7]=[CH:6][CH:5]=1. The yield is 0.950. (7) The reactants are F[C:2]1[CH:9]=[CH:8][C:7]([CH:10]=[O:11])=[CH:6][C:3]=1[C:4]#[N:5].[NH:12]1[CH:16]=[N:15][CH:14]=[N:13]1.C(=O)([O-])[O-].[K+].[K+].O. The catalyst is CN(C=O)C.C(OCC)(=O)C. The product is [CH:10]([C:7]1[CH:8]=[CH:9][C:2]([N:12]2[CH:16]=[N:15][CH:14]=[N:13]2)=[C:3]([CH:6]=1)[C:4]#[N:5])=[O:11]. The yield is 0.430. (8) The reactants are [CH2:1]([O:3][C:4]1[CH:5]=[C:6]([CH:14]2[C:19]([C:20]3[CH:25]=[CH:24][CH:23]=[CH:22][CH:21]=3)=[C:18]([C:26]3[CH:31]=[CH:30][CH:29]=[CH:28][CH:27]=3)[NH:17][C:16](=S)[NH:15]2)[CH:7]=[C:8]([N+:11]([O-:13])=[O:12])[C:9]=1[OH:10])[CH3:2].C1C=C(Cl)C=C(C(OO)=O)C=1.[CH3:44][NH2:45].[O-]S([O-])=O.[Na+].[Na+].Cl. The catalyst is C(O)C. The product is [CH2:1]([O:3][C:4]1[CH:5]=[C:6]([CH:14]2[C:19]([C:20]3[CH:25]=[CH:24][CH:23]=[CH:22][CH:21]=3)=[C:18]([C:26]3[CH:31]=[CH:30][CH:29]=[CH:28][CH:27]=3)[NH:17]/[C:16](=[N:45]\[CH3:44])/[NH:15]2)[CH:7]=[C:8]([N+:11]([O-:13])=[O:12])[C:9]=1[OH:10])[CH3:2]. The yield is 0.0670.